From a dataset of Reaction yield outcomes from USPTO patents with 853,638 reactions. Predict the reaction yield, written as a fraction of the theoretical maximum amount of product (1.0 means a 100% yield; for example, 0.34 means a 34% yield). (1) The reactants are [CH:1]1([NH:6][C:7]2[N:12]=[C:11]([C:13]3[C:14]([C:24]4[CH:29]=[CH:28][C:27]([F:30])=[CH:26][CH:25]=4)=[N:15][N:16]4[C:21](Cl)=[CH:20][C:19]([Cl:23])=[CH:18][C:17]=34)[CH:10]=[CH:9][N:8]=2)[CH2:5][CH2:4][CH2:3][CH2:2]1.C1(P(C2C=CC=CC=2)C2C=CC3C(=CC=CC=3)C=2C2C3C(=CC=CC=3)C=CC=2P(C2C=CC=CC=2)C2C=CC=CC=2)C=CC=CC=1.C(=O)([O-])[O-].[Cs+].[Cs+].O.[CH:84]1([NH2:89])[CH2:88][CH2:87][CH2:86][CH2:85]1. The catalyst is C([O-])(=O)C.[Pd+2].C([O-])(=O)C. The product is [Cl:23][C:19]1[CH:20]=[C:21]([NH:89][CH:84]2[CH2:88][CH2:87][CH2:86][CH2:85]2)[N:16]2[N:15]=[C:14]([C:24]3[CH:29]=[CH:28][C:27]([F:30])=[CH:26][CH:25]=3)[C:13]([C:11]3[CH:10]=[CH:9][N:8]=[C:7]([NH:6][CH:1]4[CH2:5][CH2:4][CH2:3][CH2:2]4)[N:12]=3)=[C:17]2[CH:18]=1. The yield is 0.680. (2) The reactants are [CH3:1][O:2][C:3]1[CH:8]=[CH:7][C:6]([CH2:9][C:10]([OH:12])=[O:11])=[CH:5][CH:4]=1.[Br:13]Br. No catalyst specified. The product is [Br:13][C:8]1[CH:7]=[C:6]([CH2:9][C:10]([OH:12])=[O:11])[CH:5]=[CH:4][C:3]=1[O:2][CH3:1]. The yield is 0.980. (3) The reactants are C(OC([N:8]1[C:16]2[C:11](=[CH:12][C:13]([N:17](C(OC(C)(C)C)=O)[C:18]3[CH:23]=[CH:22][N:21]=[C:20]([C:24]4[CH:29]=[CH:28][CH:27]=[C:26]([O:30][CH2:31][CH:32]5[CH2:37][CH2:36][CH2:35][N:34](C(OC(C)(C)C)=O)[CH2:33]5)[CH:25]=4)[N:19]=3)=[CH:14][CH:15]=2)[CH:10]=[N:9]1)=O)(C)(C)C. The catalyst is C(O)(C(F)(F)F)C(F)(F)F. The product is [NH:34]1[CH2:35][CH2:36][CH2:37][CH:32]([CH2:31][O:30][C:26]2[CH:25]=[C:24]([C:20]3[N:19]=[C:18]([NH:17][C:13]4[CH:12]=[C:11]5[C:16](=[CH:15][CH:14]=4)[NH:8][N:9]=[CH:10]5)[CH:23]=[CH:22][N:21]=3)[CH:29]=[CH:28][CH:27]=2)[CH2:33]1. The yield is 0.700. (4) The reactants are [Br:1][C:2]1[C:3]([O:12][CH2:13][CH2:14][Br:15])=[C:4]([C:9](=[O:11])[CH3:10])[CH:5]=[C:6]([Cl:8])[CH:7]=1.[CH3:16][C:17]([CH2:21]O)([CH2:19][OH:20])[CH3:18].O.C1(C)C=CC(S(O)(=O)=O)=CC=1.C(=O)([O-])O.[Na+]. The catalyst is C1(C)C=CC=CC=1.C(OCC)(=O)C. The product is [Br:1][C:2]1[C:3]([O:12][CH2:13][CH2:14][Br:15])=[C:4]([C:9]2([CH3:10])[O:20][CH2:19][C:17]([CH3:21])([CH3:18])[CH2:16][O:11]2)[CH:5]=[C:6]([Cl:8])[CH:7]=1. The yield is 0.630.